Dataset: Catalyst prediction with 721,799 reactions and 888 catalyst types from USPTO. Task: Predict which catalyst facilitates the given reaction. (1) Reactant: [C:1]([O:5][C:6]([N:8]1[CH2:13][C@@H:12]([N:14]([C:19]([C:21]2[N:25]([CH2:26][CH2:27][CH2:28][CH2:29][O:30][CH3:31])[C:24]3[C:32]([F:36])=[CH:33][CH:34]=[CH:35][C:23]=3[N:22]=2)=[O:20])[CH2:15][CH:16]([CH3:18])[CH3:17])[CH2:11][C@@H:10]([C:37](O)=[O:38])[CH2:9]1)=[O:7])([CH3:4])([CH3:3])[CH3:2].[NH:40]1[CH2:45][CH2:44][O:43][CH2:42][CH2:41]1.C1C=CC2N(O)N=NC=2C=1.CCN=C=NCCCN(C)C.Cl. Product: [F:36][C:32]1[C:24]2[N:25]([CH2:26][CH2:27][CH2:28][CH2:29][O:30][CH3:31])[C:21]([C:19]([N:14]([CH2:15][CH:16]([CH3:17])[CH3:18])[C@H:12]3[CH2:11][C@@H:10]([C:37]([N:40]4[CH2:45][CH2:44][O:43][CH2:42][CH2:41]4)=[O:38])[CH2:9][N:8]([C:6]([O:5][C:1]([CH3:3])([CH3:4])[CH3:2])=[O:7])[CH2:13]3)=[O:20])=[N:22][C:23]=2[CH:35]=[CH:34][CH:33]=1. The catalyst class is: 338. (2) Reactant: [Li+].[OH-].[O:3]=[C:4]1[N:10]([CH:11]2[CH2:16][CH2:15][N:14]([C:17]([O:19][C@@H:20]([C:31]([O:33]C)=[O:32])[CH2:21][C:22]3[CH:27]=[C:26]([CH3:28])[C:25]([Cl:29])=[C:24]([CH3:30])[CH:23]=3)=[O:18])[CH2:13][CH2:12]2)[CH2:9][CH2:8][C:7]2[CH:35]=[CH:36][CH:37]=[CH:38][C:6]=2[NH:5]1. Product: [O:3]=[C:4]1[N:10]([CH:11]2[CH2:16][CH2:15][N:14]([C:17]([O:19][C@@H:20]([C:31]([OH:33])=[O:32])[CH2:21][C:22]3[CH:27]=[C:26]([CH3:28])[C:25]([Cl:29])=[C:24]([CH3:30])[CH:23]=3)=[O:18])[CH2:13][CH2:12]2)[CH2:9][CH2:8][C:7]2[CH:35]=[CH:36][CH:37]=[CH:38][C:6]=2[NH:5]1. The catalyst class is: 90. (3) Reactant: [O:1]1[CH2:5][CH2:4][NH:3][C:2]1=[O:6].C(N(CC)CC)C.[S:14](Cl)([Cl:17])(=[O:16])=[O:15]. Product: [O:6]=[C:2]1[N:3]([S:14]([Cl:17])(=[O:16])=[O:15])[CH2:4][CH2:5][O:1]1. The catalyst class is: 166. (4) Reactant: [F:1][C:2]([F:20])([F:19])[C:3](O)=[CH:4][C:5]([C:7]1[CH:17]=[CH:16][C:10]2[O:11][CH2:12][C:13](=[O:15])[NH:14][C:9]=2[CH:8]=1)=O.[F:21][C:22]([F:32])([F:31])[C:23]1[CH:28]=[CH:27][CH:26]=[CH:25][C:24]=1[NH:29][NH2:30]. Product: [F:1][C:2]([F:20])([F:19])[C:3]1[CH:4]=[C:5]([C:7]2[CH:17]=[CH:16][C:10]3[O:11][CH2:12][C:13](=[O:15])[NH:14][C:9]=3[CH:8]=2)[N:29]([C:24]2[CH:25]=[CH:26][CH:27]=[CH:28][C:23]=2[C:22]([F:21])([F:32])[F:31])[N:30]=1. The catalyst class is: 66. (5) Reactant: C[O:2][CH:3](OC)[C:4]1[CH:9]=[CH:8][N:7]=[C:6]([CH2:10][CH2:11][N:12]([CH3:14])[CH3:13])[N:5]=1.[OH-].[Na+].C([O-])([O-])=O.[K+].[K+].[BH4-].[Na+].[Na+].[Cl-]. Product: [CH3:14][N:12]([CH3:13])[CH2:11][CH2:10][C:6]1[N:5]=[C:4]([CH2:3][OH:2])[CH:9]=[CH:8][N:7]=1. The catalyst class is: 33.